Dataset: Full USPTO retrosynthesis dataset with 1.9M reactions from patents (1976-2016). Task: Predict the reactants needed to synthesize the given product. (1) Given the product [C:27]([CH2:26][O:25][C:24]1[CH:30]=[C:31]([C:34]#[N:35])[CH:32]=[CH:33][C:23]=1[CH2:22][NH:21][C:5](=[O:7])[C:4]1[CH:8]=[C:9]([CH2:11][O:12][C:13]2[CH:18]=[CH:17][C:16]([F:19])=[CH:15][CH:14]=2)[CH:10]=[C:2]([Cl:1])[CH:3]=1)(=[O:28])[NH2:29], predict the reactants needed to synthesize it. The reactants are: [Cl:1][C:2]1[CH:3]=[C:4]([CH:8]=[C:9]([CH2:11][O:12][C:13]2[CH:18]=[CH:17][C:16]([F:19])=[CH:15][CH:14]=2)[CH:10]=1)[C:5]([OH:7])=O.Cl.[NH2:21][CH2:22][C:23]1[CH:33]=[CH:32][C:31]([C:34]#[N:35])=[CH:30][C:24]=1[O:25][CH2:26][C:27]([NH2:29])=[O:28]. (2) Given the product [CH:10]1([N:6]2[C:5]([C:3]([OH:4])=[O:2])=[CH:9][N:8]=[CH:7]2)[C:19]2[C:14](=[CH:15][CH:16]=[CH:17][CH:18]=2)[CH2:13][CH2:12][CH2:11]1, predict the reactants needed to synthesize it. The reactants are: C[O:2][C:3]([C:5]1[N:6]([CH:10]2[C:19]3[C:14](=[CH:15][CH:16]=[CH:17][CH:18]=3)[CH2:13][CH2:12][CH2:11]2)[CH:7]=[N:8][CH:9]=1)=[O:4].[Li+].[OH-]. (3) Given the product [Br:1][C:2]1[CH:3]=[CH:4][C:5]([CH2:8][NH:9][C:17](=[O:18])[CH3:19])=[N:6][CH:7]=1, predict the reactants needed to synthesize it. The reactants are: [Br:1][C:2]1[CH:3]=[CH:4][C:5]([CH2:8][NH2:9])=[N:6][CH:7]=1.CCN(CC)CC.[C:17](Cl)([CH3:19])=[O:18]. (4) Given the product [CH2:21]([O:20][C:18]([CH:17]1[CH2:16][N:15]([CH:23]2[CH2:28][CH:27]3[CH2:29][CH:24]2[CH2:25][CH2:26]3)[C:8]2[N:9]=[C:10]([S:13][CH3:14])[N:11]=[CH:12][C:7]=2[C:5]1=[O:4])=[O:19])[CH3:22], predict the reactants needed to synthesize it. The reactants are: [Na].C([O:4][C:5]([C:7]1[C:8]([N:15]([CH:23]2[CH2:28][CH:27]3[CH2:29][CH:24]2[CH2:25][CH2:26]3)[CH2:16][CH2:17][C:18]([O:20][CH2:21][CH3:22])=[O:19])=[N:9][C:10]([S:13][CH3:14])=[N:11][CH:12]=1)=O)C.CC(C)([O-])C.[Na+].Cl.